From a dataset of CYP2C19 inhibition data for predicting drug metabolism from PubChem BioAssay. Regression/Classification. Given a drug SMILES string, predict its absorption, distribution, metabolism, or excretion properties. Task type varies by dataset: regression for continuous measurements (e.g., permeability, clearance, half-life) or binary classification for categorical outcomes (e.g., BBB penetration, CYP inhibition). Dataset: cyp2c19_veith. (1) The result is 0 (non-inhibitor). The molecule is CN1C(C(=O)Nc2ccccn2)=C(O)c2sccc2S1(=O)=O. (2) The drug is CC#C[C@]1(O)CC[C@H]2[C@@H]3CCC4=CC(=O)CCC4=C3[C@H](c3ccc(N(C)C)cc3)C[C@@]21C. The result is 1 (inhibitor). (3) The compound is Cn1cnc2c(NCc3ccccc3)nc(NCCO)nc21. The result is 0 (non-inhibitor). (4) The drug is COc1ccc(NC(=O)N2CC[C@@]3(CCCNC3)C2)cc1. The result is 0 (non-inhibitor). (5) The molecule is CC(C)c1ccc(CN(C(=O)C2COc3ccccc3O2)C2CCS(=O)(=O)C2)cc1. The result is 1 (inhibitor). (6) The drug is CCNC(=O)COC(=O)c1cc(=O)[nH]c2ccccc12. The result is 0 (non-inhibitor). (7) The drug is O=C(N/N=C/c1cccc([N+](=O)[O-])c1)c1cc2c(ccc3ccccc32)o1. The result is 0 (non-inhibitor).